This data is from Reaction yield outcomes from USPTO patents with 853,638 reactions. The task is: Predict the reaction yield, written as a fraction of the theoretical maximum amount of product (1.0 means a 100% yield; for example, 0.34 means a 34% yield). (1) The reactants are [Cl:1][S:2]([OH:5])(=O)=[O:3].[C:6]([N:9]1[C:17]2[C:12](=[CH:13][C:14]([Br:18])=[CH:15][CH:16]=2)[CH2:11][CH2:10]1)(=[O:8])[CH3:7]. No catalyst specified. The product is [C:6]([N:9]1[C:17]2[C:12](=[CH:13][C:14]([Br:18])=[C:15]([S:2]([Cl:1])(=[O:5])=[O:3])[CH:16]=2)[CH2:11][CH2:10]1)(=[O:8])[CH3:7]. The yield is 0.930. (2) The reactants are [CH3:1][N:2]1[CH:6]2[CH2:7][NH:8][CH:4]([CH2:5]2)[CH2:3]1.Cl.Cl.F[C:12]1[CH:17]=[CH:16][C:15]([N+:18]([O-:20])=[O:19])=[CH:14][C:13]=1[CH3:21].C([O-])([O-])=O.[K+].[K+]. The yield is 0.790. The catalyst is CN1C(=O)CCC1. The product is [CH3:1][N:2]1[CH2:3][C@@H:4]2[CH2:5][C@H:6]1[CH2:7][N:8]2[C:12]1[CH:17]=[CH:16][C:15]([N+:18]([O-:20])=[O:19])=[CH:14][C:13]=1[CH3:21]. (3) The reactants are [Br:1][C:2]1[CH:3]=[C:4]2[C:9](=[CH:10][CH:11]=1)[C:8]([CH3:13])([CH3:12])[NH:7][C:6](=[O:14])[CH2:5]2.[CH3:15]OC(N(C)C)OC.[CH3:23][N:24]1[CH2:29][CH2:28][N:27]([C:30]2[CH:35]=[CH:34][C:33]([NH2:36])=[CH:32][CH:31]=2)[CH2:26][CH2:25]1. The catalyst is CN(C=O)C.C1(C)C=CC=CC=1. The product is [Br:1][C:2]1[CH:3]=[C:4]2[C:9](=[CH:10][CH:11]=1)[C:8]([CH3:12])([CH3:13])[NH:7][C:6](=[O:14])[C:5]2=[CH:15][NH:36][C:33]1[CH:34]=[CH:35][C:30]([N:27]2[CH2:26][CH2:25][N:24]([CH3:23])[CH2:29][CH2:28]2)=[CH:31][CH:32]=1. The yield is 0.310.